Dataset: Full USPTO retrosynthesis dataset with 1.9M reactions from patents (1976-2016). Task: Predict the reactants needed to synthesize the given product. Given the product [N+:1]([C:4]1[CH:5]=[C:6]([CH2:10][CH2:11][OH:12])[CH:7]=[CH:8][CH:9]=1)([O-:3])=[O:2], predict the reactants needed to synthesize it. The reactants are: [N+:1]([C:4]1[CH:5]=[C:6]([CH2:10][C:11](O)=[O:12])[CH:7]=[CH:8][CH:9]=1)([O-:3])=[O:2].B.C1COCC1.